This data is from NCI-60 drug combinations with 297,098 pairs across 59 cell lines. The task is: Regression. Given two drug SMILES strings and cell line genomic features, predict the synergy score measuring deviation from expected non-interaction effect. (1) Synergy scores: CSS=1.25, Synergy_ZIP=1.18, Synergy_Bliss=2.95, Synergy_Loewe=-0.258, Synergy_HSA=-1.17. Cell line: T-47D. Drug 1: CN(CC1=CN=C2C(=N1)C(=NC(=N2)N)N)C3=CC=C(C=C3)C(=O)NC(CCC(=O)O)C(=O)O. Drug 2: C1CN(P(=O)(OC1)NCCCl)CCCl. (2) Drug 1: CC1C(C(CC(O1)OC2CC(OC(C2O)C)OC3=CC4=CC5=C(C(=O)C(C(C5)C(C(=O)C(C(C)O)O)OC)OC6CC(C(C(O6)C)O)OC7CC(C(C(O7)C)O)OC8CC(C(C(O8)C)O)(C)O)C(=C4C(=C3C)O)O)O)O. Drug 2: CC1=C(N=C(N=C1N)C(CC(=O)N)NCC(C(=O)N)N)C(=O)NC(C(C2=CN=CN2)OC3C(C(C(C(O3)CO)O)O)OC4C(C(C(C(O4)CO)O)OC(=O)N)O)C(=O)NC(C)C(C(C)C(=O)NC(C(C)O)C(=O)NCCC5=NC(=CS5)C6=NC(=CS6)C(=O)NCCC[S+](C)C)O. Cell line: NCI-H460. Synergy scores: CSS=76.3, Synergy_ZIP=1.11, Synergy_Bliss=0.772, Synergy_Loewe=0.578, Synergy_HSA=1.64. (3) Drug 1: C1=CC(=CC=C1CCCC(=O)O)N(CCCl)CCCl. Drug 2: CC(C)NC(=O)C1=CC=C(C=C1)CNNC.Cl. Cell line: DU-145. Synergy scores: CSS=35.2, Synergy_ZIP=-3.26, Synergy_Bliss=-4.09, Synergy_Loewe=-9.11, Synergy_HSA=-5.39.